From a dataset of Catalyst prediction with 721,799 reactions and 888 catalyst types from USPTO. Predict which catalyst facilitates the given reaction. Reactant: [Si]([O:8][CH:9]([CH2:39][O:40][Si](C(C)(C)C)(C)C)/[CH:10]=[CH:11]/[C:12]#[C:13][C:14]1[CH:38]=[CH:37][C:17]([C:18]([NH:20][C@@H:21]([C:26]([NH:29]C(OC(C)(C)C)=O)([CH3:28])[CH3:27])[C:22]([O:24][CH3:25])=[O:23])=[O:19])=[CH:16][CH:15]=1)(C(C)(C)C)(C)C.Cl.C([O-])(O)=O.[Na+]. Product: [NH2:29][C:26]([CH3:28])([CH3:27])[C@H:21]([NH:20][C:18](=[O:19])[C:17]1[CH:37]=[CH:38][C:14]([C:13]#[C:12]/[CH:11]=[CH:10]/[CH:9]([OH:8])[CH2:39][OH:40])=[CH:15][CH:16]=1)[C:22]([O:24][CH3:25])=[O:23]. The catalyst class is: 5.